From a dataset of Human liver microsome stability data. Regression/Classification. Given a drug SMILES string, predict its absorption, distribution, metabolism, or excretion properties. Task type varies by dataset: regression for continuous measurements (e.g., permeability, clearance, half-life) or binary classification for categorical outcomes (e.g., BBB penetration, CYP inhibition). Dataset: hlm. (1) The compound is CCCCc1nc2cc(C(=O)NC(=O)NCCCCCC(=O)NO)ccc2n1CCN1CCCC1. The result is 0 (unstable in human liver microsomes). (2) The compound is CCC#CC[C@H](C)[C@H](O)/C=C/[C@H]1CC(F)(F)C(=O)N1CCCCCCC(=O)O. The result is 0 (unstable in human liver microsomes). (3) The molecule is CC(=O)O[C@H]1C[C@H]2[C@@H]([C@H](OC(C)=O)C[C@@H]3CC4(CC[C@@]32C)OOC(C)(C)OO4)[C@@H]2CC[C@H]([C@H](C)CCC(N)=O)[C@@]12C. The result is 0 (unstable in human liver microsomes).